Dataset: Full USPTO retrosynthesis dataset with 1.9M reactions from patents (1976-2016). Task: Predict the reactants needed to synthesize the given product. (1) The reactants are: [Cl:1][C:2]1[CH:3]=[C:4]([N:8]2[N:12]=[N:11][C:10]([CH:13]([OH:15])[CH3:14])=[N:9]2)[CH:5]=[CH:6][CH:7]=1.[H-].[Na+].[F:18][C:19]1[CH:20]=[C:21]([C:26]2[N:30]([CH3:31])[C:29](S(C)(=O)=O)=[N:28][N:27]=2)[CH:22]=[C:23]([F:25])[CH:24]=1. Given the product [Cl:1][C:2]1[CH:3]=[C:4]([N:8]2[N:12]=[N:11][C:10]([CH:13]([O:15][C:29]3[N:30]([CH3:31])[C:26]([C:21]4[CH:22]=[C:23]([F:25])[CH:24]=[C:19]([F:18])[CH:20]=4)=[N:27][N:28]=3)[CH3:14])=[N:9]2)[CH:5]=[CH:6][CH:7]=1, predict the reactants needed to synthesize it. (2) The reactants are: N1C2C(=CC=CC=2)C(C)=[CH:2]1.N1C2C(=CC=CC=2)C(CC#N)=C1.C1N=C(N)C2N=CN([C@@H]3O[C@H](COP(OP(OC[C@H]4O[C@@H:51]([N:53]5[CH:58]=[C:57]([C:59](N)=O)[CH2:56][CH:55]=[CH:54]5)[C@H:50](O)[C@@H:49]4[OH:63])(O)=O)(O)=O)[C@@H](O)[C@H]3O)C=2N=1.C1N=C(N)C2N=CN([C@@H]3O[C@H](COP(OP(OC[C@H]4[O:96][C@@H:95]([N:97]5[CH:102]=[C:101](C(N)=O)[CH2:100][CH:99]=[CH:98]5)[C@H:94]([OH:106])[C@@H:93]4O)(O)=O)(O)=O)[C@@H](O)[C@H]3OP(O)(O)=O)C=2N=1.C(SCC=C)C=C.C1C(Cl)=CC2NC(OC=2C=1)=O.CC(C(C1C=CC=NC=1)=O)(C1C=CC=NC=1)C. Given the product [OH:63][C:49]1[CH:50]=[C:51]2[C:56]([C:57]([CH3:59])=[CH:58][NH:53]2)=[CH:55][CH:54]=1.[OH:106][C:94]1([CH3:93])[C:101]2[C:102](=[CH:2][CH:98]=[CH:99][CH:100]=2)[NH:97][C:95]1=[O:96], predict the reactants needed to synthesize it. (3) Given the product [CH3:9][O:7][C:1](=[O:8])[CH:2]=[CH:3][CH:4]=[CH:5][CH3:6], predict the reactants needed to synthesize it. The reactants are: [C:1]([OH:8])(=[O:7])/[CH:2]=[CH:3]/[CH:4]=[CH:5]/[CH3:6].[CH3:9][Si](Cl)(C)C. (4) Given the product [NH2:27][C:24]1[CH:23]=[C:4]([CH:3]=[C:2]([Cl:1])[C:25]=1[F:26])[C:5]([NH:7][CH2:8][C:9]1[CH:14]=[CH:13][C:12]([C:15]#[N:16])=[CH:11][C:10]=1[O:17][CH2:18][C:19](=[O:22])[NH:20][CH3:21])=[O:6], predict the reactants needed to synthesize it. The reactants are: [Cl:1][C:2]1[CH:3]=[C:4]([CH:23]=[C:24]([N+:27]([O-])=O)[C:25]=1[F:26])[C:5]([NH:7][CH2:8][C:9]1[CH:14]=[CH:13][C:12]([C:15]#[N:16])=[CH:11][C:10]=1[O:17][CH2:18][C:19](=[O:22])[NH:20][CH3:21])=[O:6].